Dataset: Full USPTO retrosynthesis dataset with 1.9M reactions from patents (1976-2016). Task: Predict the reactants needed to synthesize the given product. (1) Given the product [Cl:1][C:2]1[CH:3]=[C:4]([C@@H:8]([OH:29])[CH2:9][N:10]([C@H:18]2[CH2:27][CH2:26][C:25]3[C:20](=[CH:21][C:22]([O:28][C:34]4[CH:35]=[CH:36][C:37]([O:38][CH3:39])=[C:32]([CH:30]=[O:31])[CH:33]=4)=[CH:23][CH:24]=3)[CH2:19]2)[C:11](=[O:17])[O:12][C:13]([CH3:16])([CH3:14])[CH3:15])[CH:5]=[CH:6][CH:7]=1, predict the reactants needed to synthesize it. The reactants are: [Cl:1][C:2]1[CH:3]=[C:4]([C@@H:8]([OH:29])[CH2:9][N:10]([C@H:18]2[CH2:27][CH2:26][C:25]3[C:20](=[CH:21][C:22]([OH:28])=[CH:23][CH:24]=3)[CH2:19]2)[C:11](=[O:17])[O:12][C:13]([CH3:16])([CH3:15])[CH3:14])[CH:5]=[CH:6][CH:7]=1.[CH:30]([C:32]1[CH:33]=[C:34](B(O)O)[CH:35]=[CH:36][C:37]=1[O:38][CH3:39])=[O:31].N1C=CC=CC=1. (2) Given the product [Cl:31][C:5]1[C:4]([C:1]#[N:2])=[CH:9][N:8]=[C:7]([C:10]2[C:18]3[C:13](=[CH:14][CH:15]=[CH:16][CH:17]=3)[N:12]([CH2:19][C:20]3[CH:25]=[CH:24][CH:23]=[CH:22][C:21]=3[F:26])[N:11]=2)[N:6]=1, predict the reactants needed to synthesize it. The reactants are: [C:1]([C:4]1[C:5]([O-])=[N:6][C:7]([C:10]2[C:18]3[C:13](=[CH:14][CH:15]=[CH:16][CH:17]=3)[N:12]([CH2:19][C:20]3[CH:25]=[CH:24][CH:23]=[CH:22][C:21]=3[F:26])[N:11]=2)=[N:8][CH:9]=1)(=O)[NH2:2].[Na+].P(Cl)(Cl)([Cl:31])=O.C(N(CC)C1C=CC=CC=1)C.